Dataset: Forward reaction prediction with 1.9M reactions from USPTO patents (1976-2016). Task: Predict the product of the given reaction. (1) Given the reactants C([O:4][CH:5]1[CH2:16][CH2:15][CH2:14][CH2:13][CH2:12][CH:11]([O:17][C@H:18]2[C@H:23]([O:24]C(=O)C)[C@@H:22]([N:28]([CH3:30])[CH3:29])[CH2:21][C@@H:20]([CH3:31])[O:19]2)[CH2:10][CH2:9][CH2:8][CH2:7][CH2:6]1)(=O)C.C([O-])([O-])=O.[K+].[K+], predict the reaction product. The product is: [CH3:30][N:28]([CH3:29])[CH:22]1[CH2:21][CH:20]([CH3:31])[O:19][CH:18]([O:17][CH:11]2[CH2:10][CH2:9][CH2:8][CH2:7][CH2:6][CH:5]([OH:4])[CH2:16][CH2:15][CH2:14][CH2:13][CH2:12]2)[CH:23]1[OH:24]. (2) Given the reactants Br[C:2]1[CH:23]=[CH:22][C:5]([C:6]([NH:8][S:9]([C:12]2[CH:17]=[CH:16][CH:15]=[CH:14][C:13]=2[S:18](=[O:21])(=[O:20])[NH2:19])(=[O:11])=[O:10])=[O:7])=[CH:4][C:3]=1[O:24][CH3:25].[C:26]([C:28]1[CH:33]=[CH:32][CH:31]=[CH:30][C:29]=1[CH3:34])#[CH:27], predict the reaction product. The product is: [CH3:25][O:24][C:3]1[CH:4]=[C:5]([CH:22]=[CH:23][C:2]=1[C:27]#[C:26][C:28]1[CH:33]=[CH:32][CH:31]=[CH:30][C:29]=1[CH3:34])[C:6]([NH:8][S:9]([C:12]1[CH:17]=[CH:16][CH:15]=[CH:14][C:13]=1[S:18](=[O:21])(=[O:20])[NH2:19])(=[O:11])=[O:10])=[O:7]. (3) Given the reactants [CH3:1][N:2]1[C:6]2[CH:7]=[C:8]([O:11][C:12]3[CH:17]=[CH:16][CH:15]=[C:14]([O:18][C:19]([F:22])([F:21])[F:20])[CH:13]=3)[CH:9]=[CH:10][C:5]=2[N:4]=[C:3]1[CH2:23][O:24][C:25]1[CH:26]=[C:27]([CH:32]=[CH:33][CH:34]=1)[C:28]([O:30]C)=[O:29].[OH-].[Na+].Cl, predict the reaction product. The product is: [CH3:1][N:2]1[C:6]2[CH:7]=[C:8]([O:11][C:12]3[CH:17]=[CH:16][CH:15]=[C:14]([O:18][C:19]([F:21])([F:20])[F:22])[CH:13]=3)[CH:9]=[CH:10][C:5]=2[N:4]=[C:3]1[CH2:23][O:24][C:25]1[CH:26]=[C:27]([CH:32]=[CH:33][CH:34]=1)[C:28]([OH:30])=[O:29].